The task is: Predict the reactants needed to synthesize the given product.. This data is from Full USPTO retrosynthesis dataset with 1.9M reactions from patents (1976-2016). (1) Given the product [C:1]([C:5]1[CH:12]=[CH:11][C:8]([CH:9]2[N:13]([C:14]3[S:15][C:16]([S:19]([C:22]4[CH:23]=[CH:24][C:25]([N+:28]([O-:30])=[O:29])=[CH:26][CH:27]=4)(=[O:20])=[O:21])=[CH:17][N:18]=3)[C:33](=[O:32])[C:34]([OH:43])=[C:35]2[C:36]([C:37]2[S:38][CH:39]=[CH:40][N:41]=2)=[O:42])=[CH:7][CH:6]=1)([CH3:4])([CH3:3])[CH3:2], predict the reactants needed to synthesize it. The reactants are: [C:1]([C:5]1[CH:12]=[CH:11][C:8]([CH:9]=O)=[CH:7][CH:6]=1)([CH3:4])([CH3:3])[CH3:2].[NH2:13][C:14]1[S:15][C:16]([S:19]([C:22]2[CH:27]=[CH:26][C:25]([N+:28]([O-:30])=[O:29])=[CH:24][CH:23]=2)(=[O:21])=[O:20])=[CH:17][N:18]=1.C[O:32][C:33](=O)[C:34](=[O:43])[CH2:35][C:36](=[O:42])[C:37]1[S:38][CH:39]=[CH:40][N:41]=1. (2) Given the product [Cl:22][C:23]([Cl:28])([CH2:19][CH2:18][CH2:17][CH2:16][CH2:15][CH2:14][CH2:13][C:12](=[O:21])[CH2:11][CH2:10][C:7]1[CH:8]=[CH:9][C:4]([Cl:3])=[CH:5][CH:6]=1)[C:24]([O:26][CH3:27])=[O:25], predict the reactants needed to synthesize it. The reactants are: [H-].[Na+].[Cl:3][C:4]1[CH:9]=[CH:8][C:7]([CH2:10][CH2:11][C:12](=[O:21])[CH2:13][CH2:14][CH2:15][CH2:16][CH2:17][CH2:18][CH2:19]I)=[CH:6][CH:5]=1.[Cl:22][CH:23]([Cl:28])[C:24]([O:26][CH3:27])=[O:25].Cl. (3) Given the product [Cl:18][C:19]1[CH:24]=[CH:23][C:22]([S:25]([NH:1][C@@H:2]([C:10]([OH:12])=[O:11])[CH2:3][C:4]2[CH:9]=[CH:8][CH:7]=[CH:6][CH:5]=2)(=[O:27])=[O:26])=[CH:21][CH:20]=1, predict the reactants needed to synthesize it. The reactants are: [NH2:1][C@@H:2]([C:10]([OH:12])=[O:11])[CH2:3][C:4]1[CH:9]=[CH:8][CH:7]=[CH:6][CH:5]=1.C(=O)(O)[O-].[Na+].[Cl:18][C:19]1[CH:24]=[CH:23][C:22]([S:25](Cl)(=[O:27])=[O:26])=[CH:21][CH:20]=1. (4) Given the product [F:36][C:35]([F:37])([F:38])[C:33]1[CH:32]=[C:31]([NH:39][C:40](=[S:41])[NH:9][C@@H:4]([C:5]([CH3:8])([CH3:7])[CH3:6])[C:3]([N:2]([CH3:18])[CH3:1])=[O:17])[CH:30]=[C:29]([C:28]([F:42])([F:27])[F:43])[CH:34]=1, predict the reactants needed to synthesize it. The reactants are: [CH3:1][N:2]([CH3:18])[C:3](=[O:17])[C@@H:4]([NH:9]C(=O)OC(C)(C)C)[C:5]([CH3:8])([CH3:7])[CH3:6].Cl.CCN(CC)CC.[F:27][C:28]([F:43])([F:42])[C:29]1[CH:30]=[C:31]([N:39]=[C:40]=[S:41])[CH:32]=[C:33]([C:35]([F:38])([F:37])[F:36])[CH:34]=1. (5) The reactants are: [F:1][C:2]([F:22])([F:21])[C:3]1[CH:4]=[C:5]([C:9]2[NH:13][C:12]3[CH:14]=[CH:15][CH:16]=[C:17](C(O)=O)[C:11]=3[N:10]=2)[CH:6]=[CH:7][CH:8]=1.C1(P(N=[N+]=[N-])(C2C=CC=CC=2)=[O:30])C=CC=CC=1.CC[N:42]([CH2:45]C)CC.[CH2:47]([OH:54])[C:48]1[CH:53]=[CH:52][CH:51]=[CH:50][CH:49]=1. Given the product [F:21][C:2]([F:22])([F:1])[C:3]1[CH:4]=[C:5]([C:9]2[NH:13][C:12]3[CH:14]=[CH:15][CH:16]=[C:17]([NH:42][C:45](=[O:30])[O:54][CH2:47][C:48]4[CH:53]=[CH:52][CH:51]=[CH:50][CH:49]=4)[C:11]=3[N:10]=2)[CH:6]=[CH:7][CH:8]=1, predict the reactants needed to synthesize it. (6) Given the product [ClH:24].[C:1]([O:5][C:6]([N:8]1[CH2:11][CH:10]([C:12]2[CH:17]=[C:16]([CH2:18][CH3:19])[C:15]([NH2:20])=[CH:14][N:13]=2)[CH2:9]1)=[O:7])([CH3:4])([CH3:3])[CH3:2], predict the reactants needed to synthesize it. The reactants are: [C:1]([O:5][C:6]([N:8]1[CH2:11][CH:10]([C:12]2[CH:17]=[C:16]([CH2:18][CH3:19])[C:15]([N+:20]([O-])=O)=[CH:14][N:13]=2)[CH2:9]1)=[O:7])([CH3:4])([CH3:3])[CH3:2].C.[ClH:24].C(O)(C)C. (7) Given the product [CH3:23][C:15](=[CH:16][C:17]1[CH:22]=[CH:21][CH:20]=[CH:19][CH:18]=1)[CH2:14][N:11]1[CH:5]=[C:4]([CH2:3][CH2:2][CH2:1][N:6]2[CH:10]=[CH:9][N:8]=[N:7]2)[N:13]=[N:12]1, predict the reactants needed to synthesize it. The reactants are: [CH2:1]([N:6]1[CH:10]=[CH:9][N:8]=[N:7]1)[CH2:2][CH2:3][C:4]#[CH:5].[N:11]([CH2:14][C:15]([CH3:23])=[CH:16][C:17]1[CH:22]=[CH:21][CH:20]=[CH:19][CH:18]=1)=[N+:12]=[N-:13].